This data is from Reaction yield outcomes from USPTO patents with 853,638 reactions. The task is: Predict the reaction yield, written as a fraction of the theoretical maximum amount of product (1.0 means a 100% yield; for example, 0.34 means a 34% yield). (1) The reactants are [CH2:1]([O:17][CH2:18][CH2:19][CH2:20][OH:21])[CH2:2][CH2:3][CH2:4][CH2:5][CH2:6][CH2:7][CH2:8][CH2:9][CH2:10][CH2:11][CH2:12][CH2:13][CH2:14][CH:15]=[CH2:16].CCN(CC)CC.[CH3:29][S:30](Cl)(=[O:32])=[O:31]. The catalyst is CN(C1C=CN=CC=1)C.C(Cl)Cl. The product is [CH2:1]([O:17][CH2:18][CH2:19][CH2:20][O:21][S:30]([CH3:29])(=[O:32])=[O:31])[CH2:2][CH2:3][CH2:4][CH2:5][CH2:6][CH2:7][CH2:8][CH2:9][CH2:10][CH2:11][CH2:12][CH2:13][CH2:14][CH:15]=[CH2:16]. The yield is 1.00. (2) The reactants are [Br:1][C:2]1[CH:7]=[CH:6][C:5]([C:8](=[N:19][OH:20])[CH2:9][C:10]2[CH:15]=[CH:14][C:13]([S:16][CH3:17])=[C:12]([F:18])[CH:11]=2)=[CH:4][CH:3]=1.C([N-]C(C)C)(C)C.[Li+].C(NC(C)C)(C)C.C([Li])CCC.[C:41](N1C=CN=C1)(=[O:43])[CH3:42].Cl. The catalyst is O1CCCC1.CCCCCC. The product is [Br:1][C:2]1[CH:3]=[CH:4][C:5]([C:8]2[CH:9]([C:10]3[CH:15]=[CH:14][C:13]([S:16][CH3:17])=[C:12]([F:18])[CH:11]=3)[C:41]([CH3:42])([OH:43])[O:20][N:19]=2)=[CH:6][CH:7]=1. The yield is 0.360. (3) The reactants are [O:1]1[CH2:5][CH2:4][CH2:3][C@@H:2]1[C:6]([OH:8])=O.CCN=C=NCCCN(C)C.Cl.C1C=CC2N(O)[N:28]=[N:27]C=2C=1.O.NN. The catalyst is ClCCl. The product is [O:1]1[CH2:5][CH2:4][CH2:3][C@@H:2]1[C:6]([NH:27][NH2:28])=[O:8]. The yield is 0.590. (4) The reactants are Br[C:2]1[CH:3]=[C:4]2[C:9](=[CH:10][CH:11]=1)[N:8]=[CH:7][N:6]=[C:5]2[C:12]1[CH:13]=[C:14]([CH:26]=[C:27]([C:29]([F:32])([F:31])[F:30])[CH:28]=1)[C:15]([N:17]1[CH2:22][CH2:21][N:20]([C:23](=[O:25])[CH3:24])[CH2:19][CH2:18]1)=[O:16].[CH3:33][O:34][C:35]1[CH:40]=[CH:39][C:38](B(O)O)=[CH:37][N:36]=1.C(#N)C.C([O-])([O-])=O.[Na+].[Na+]. The catalyst is CCOC(C)=O.C1C=CC([P]([Pd]([P](C2C=CC=CC=2)(C2C=CC=CC=2)C2C=CC=CC=2)([P](C2C=CC=CC=2)(C2C=CC=CC=2)C2C=CC=CC=2)[P](C2C=CC=CC=2)(C2C=CC=CC=2)C2C=CC=CC=2)(C2C=CC=CC=2)C2C=CC=CC=2)=CC=1. The product is [CH3:33][O:34][C:35]1[N:36]=[CH:37][C:38]([C:2]2[CH:3]=[C:4]3[C:9](=[CH:10][CH:11]=2)[N:8]=[CH:7][N:6]=[C:5]3[C:12]2[CH:13]=[C:14]([CH:26]=[C:27]([C:29]([F:32])([F:31])[F:30])[CH:28]=2)[C:15]([N:17]2[CH2:22][CH2:21][N:20]([C:23](=[O:25])[CH3:24])[CH2:19][CH2:18]2)=[O:16])=[CH:39][CH:40]=1. The yield is 0.470. (5) The reactants are [OH:1][CH:2]([C:16]1[CH:21]=[CH:20][C:19]([O:22][CH3:23])=[CH:18][CH:17]=1)[C:3]#[C:4][C:5]1([OH:15])[CH2:14][CH2:13][C:8]2([O:12][CH2:11][CH2:10][O:9]2)[CH2:7][CH2:6]1. The catalyst is ClCCl.[O-2].[O-2].[Mn+4]. The product is [OH:15][C:5]1([C:4]#[C:3][C:2]([C:16]2[CH:21]=[CH:20][C:19]([O:22][CH3:23])=[CH:18][CH:17]=2)=[O:1])[CH2:14][CH2:13][C:8]2([O:12][CH2:11][CH2:10][O:9]2)[CH2:7][CH2:6]1. The yield is 0.770. (6) The reactants are Br[C:2]1[CH:3]=[C:4]2[C:8](=[C:9]([F:11])[CH:10]=1)[NH:7][C:6](=[O:12])[C:5]2([CH3:14])[CH3:13].[C:15]([O:19][C:20]([N:22]1[CH:26]=[CH:25][CH:24]=[C:23]1B(O)O)=[O:21])([CH3:18])([CH3:17])[CH3:16].[F-].[K+].C1COCC1. The catalyst is CCOC(C)=O.P(C(C)(C)C)(C(C)(C)C)C(C)(C)C. The product is [F:11][C:9]1[CH:10]=[C:2]([C:23]2[N:22]([C:20]([O:19][C:15]([CH3:18])([CH3:17])[CH3:16])=[O:21])[CH:26]=[CH:25][CH:24]=2)[CH:3]=[C:4]2[C:8]=1[NH:7][C:6](=[O:12])[C:5]2([CH3:14])[CH3:13]. The yield is 0.880. (7) The reactants are C[O:2][C:3]1[CH:8]=[CH:7][C:6]([C:9]2[N:10]=[CH:11][N:12]([CH2:14][CH2:15][C:16]([NH2:19])([CH3:18])[CH3:17])[CH:13]=2)=[CH:5][CH:4]=1.Cl.N1C=CC=CC=1.[OH-].[Na+]. The catalyst is C(OCC)(=O)C. The product is [OH:2][C:3]1[CH:4]=[CH:5][C:6]([C:9]2[N:10]=[CH:11][N:12]([CH2:14][CH2:15][C:16]([NH2:19])([CH3:17])[CH3:18])[CH:13]=2)=[CH:7][CH:8]=1. The yield is 0.540. (8) The reactants are [C:1]([C:3]1[CH:8]=[C:7]([S:9][CH3:10])[CH:6]=[CH:5][N:4]=1)#[N:2].[C:11](OC)(=[O:19])[C:12]1[C:13](=[CH:15][CH:16]=[CH:17][CH:18]=1)[SH:14].C(N(CC)CC)C. The catalyst is C1(C)C=CC=CC=1. The product is [CH3:10][S:9][C:7]1[CH:6]=[CH:5][N:4]=[C:3]([C:1]2[S:14][C:13]3[CH:15]=[CH:16][CH:17]=[CH:18][C:12]=3[C:11](=[O:19])[N:2]=2)[CH:8]=1. The yield is 0.680. (9) No catalyst specified. The yield is 0.310. The reactants are [CH3:1][O:2][C:3](=[O:32])[C:4]1[CH:9]=[CH:8][C:7]([CH2:10][N:11]2[CH:15]=[C:14]([C:16]3[CH:21]=[CH:20][C:19]([Cl:22])=[CH:18][C:17]=3[Cl:23])[N:13]=[C:12]2[CH2:24][C:25]2[CH:30]=[CH:29][C:28](Br)=[CH:27][CH:26]=2)=[CH:6][CH:5]=1.[F:33][C:34]([F:45])([F:44])[C:35]1[CH:36]=[C:37](B(O)O)[CH:38]=[CH:39][CH:40]=1. The product is [CH3:1][O:2][C:3](=[O:32])[C:4]1[CH:9]=[CH:8][C:7]([CH2:10][N:11]2[CH:15]=[C:14]([C:16]3[CH:21]=[CH:20][C:19]([Cl:22])=[CH:18][C:17]=3[Cl:23])[N:13]=[C:12]2[CH2:24][C:25]2[CH:30]=[CH:29][C:28]([C:39]3[CH:38]=[CH:37][CH:36]=[C:35]([C:34]([F:45])([F:44])[F:33])[CH:40]=3)=[CH:27][CH:26]=2)=[CH:6][CH:5]=1.